Task: Predict the product of the given reaction.. Dataset: Forward reaction prediction with 1.9M reactions from USPTO patents (1976-2016) (1) Given the reactants [NH2:1][CH2:2][C@@H:3]1[C@H:7]([OH:8])[CH2:6][N:5]([CH2:9][CH:10]2[C:20]3=[C:21]4[C:16](=[CH:17][CH:18]=[C:19]3[F:22])[CH:15]=[CH:14][C:13](=[O:23])[N:12]4[CH2:11]2)[CH2:4]1.[O:24]=[C:25]1[CH2:30][S:29][C:28]2[CH:31]=[CH:32][C:33]([CH:35]=O)=[N:34][C:27]=2[NH:26]1.[O-]S([O-])(=O)=O.[Na+].[Na+].C(O[BH-](OC(=O)C)OC(=O)C)(=O)C.[Na+], predict the reaction product. The product is: [F:22][C:19]1[C:20]2[CH:10]([CH2:9][N:5]3[CH2:4][C@H:3]([CH2:2][NH:1][CH2:35][C:33]4[CH:32]=[CH:31][C:28]5[S:29][CH2:30][C:25](=[O:24])[NH:26][C:27]=5[N:34]=4)[C@H:7]([OH:8])[CH2:6]3)[CH2:11][N:12]3[C:21]=2[C:16]([CH:15]=[CH:14][C:13]3=[O:23])=[CH:17][CH:18]=1. (2) Given the reactants [Cl:1][C:2]1[CH:20]=[C:19]([NH:21][C:22]2[C:23]3[N:30]([CH2:31][CH2:32][O:33][CH2:34][CH2:35][OH:36])[CH:29]=[CH:28][C:24]=3[N:25]=[CH:26][N:27]=2)[CH:18]=[CH:17][C:3]=1[O:4][C:5]1[CH:6]=[C:7]([C:11](=O)[C:12]([CH3:15])([CH3:14])[CH3:13])[CH:8]=[CH:9][CH:10]=1.Cl.[CH2:38]([O:40][NH2:41])[CH3:39].C([O-])(=O)C.[Na+].Cl.C(OCC)(=O)C, predict the reaction product. The product is: [ClH:1].[CH2:38]([O:40]/[N:41]=[C:11](\[C:7]1[CH:8]=[CH:9][CH:10]=[C:5]([O:4][C:3]2[CH:17]=[CH:18][C:19]([NH:21][C:22]3[C:23]4[N:30]([CH2:31][CH2:32][O:33][CH2:34][CH2:35][OH:36])[CH:29]=[CH:28][C:24]=4[N:25]=[CH:26][N:27]=3)=[CH:20][C:2]=2[Cl:1])[CH:6]=1)/[C:12]([CH3:14])([CH3:15])[CH3:13])[CH3:39]. (3) Given the reactants [Cl:1][C:2]1[CH:7]=[C:6]2[NH:8][C:9](=[O:42])[C@@:10]3([C@H:14]([CH2:15][C:16]([C:19]#[N:20])([CH3:18])[CH3:17])[NH:13][C@@H:12]([C:21]([NH:23][C:24]4[CH:33]=[CH:32][C:27]([C:28]([O:30]C)=[O:29])=[CH:26][CH:25]=4)=[O:22])[C@@H:11]3[C:34]3[CH:39]=[CH:38][CH:37]=[C:36]([Cl:40])[C:35]=3[F:41])[C:5]2=[CH:4][CH:3]=1.[OH-].[Na+], predict the reaction product. The product is: [Cl:1][C:2]1[CH:7]=[C:6]2[NH:8][C:9](=[O:42])[C@@:10]3([C@H:14]([CH2:15][C:16]([C:19]#[N:20])([CH3:18])[CH3:17])[NH:13][C@@H:12]([C:21]([NH:23][C:24]4[CH:33]=[CH:32][C:27]([C:28]([OH:30])=[O:29])=[CH:26][CH:25]=4)=[O:22])[C@@H:11]3[C:34]3[CH:39]=[CH:38][CH:37]=[C:36]([Cl:40])[C:35]=3[F:41])[C:5]2=[CH:4][CH:3]=1. (4) Given the reactants [Cl:1][C:2]1[CH:7]=[CH:6][C:5]([NH:8][C:9]2[C:14]([Cl:15])=[CH:13][C:12]([C:16]3[NH:17][CH:18]=[CH:19][CH:20]=3)=[CH:11][N:10]=2)=[CH:4][CH:3]=1.[H-].[Na+].I[CH2:24][CH3:25], predict the reaction product. The product is: [Cl:15][C:14]1[C:9]([NH:8][C:5]2[CH:4]=[CH:3][C:2]([Cl:1])=[CH:7][CH:6]=2)=[N:10][CH:11]=[C:12]([C:16]2[N:17]([CH2:24][CH3:25])[CH:18]=[CH:19][CH:20]=2)[CH:13]=1. (5) The product is: [OH:26][C:25]1[C:27]([CH2:16][CH2:15][CH:14]([CH3:19])[CH3:13])=[C:28]([OH:32])[C:29]([CH2:9][CH2:8][CH:5]([CH3:4])[CH3:6])([CH2:21][CH2:22][CH:24]([CH3:30])[CH3:25])[C:30](=[O:31])[C:24]=1[C:22](=[O:23])[CH2:21][CH2:20][C:17]1[CH:16]=[CH:15][C:14]([CH3:13])=[CH:19][CH:18]=1. Given the reactants CC1C=[CH:6][C:5]([CH2:8][CH2:9]C(O)=O)=[CH:4]C=1.[CH3:13][C:14]1[CH:19]=[CH:18][C:17]([CH2:20][CH2:21][C:22]([C:24]2[C:30]([OH:31])=[CH:29][C:28]([OH:32])=[CH:27][C:25]=2[OH:26])=[O:23])=[CH:16][CH:15]=1, predict the reaction product.